Dataset: Full USPTO retrosynthesis dataset with 1.9M reactions from patents (1976-2016). Task: Predict the reactants needed to synthesize the given product. (1) Given the product [CH3:1][C:2]1[CH:6]=[C:5]([CH3:7])[N:4]([C:8]2[N:13]=[C:12]([NH:14][C:15](=[O:17])[CH3:16])[CH:11]=[C:10]([C:18]3[CH:19]=[CH:20][CH:21]=[C:22]([OH:24])[CH:23]=3)[N:9]=2)[N:3]=1, predict the reactants needed to synthesize it. The reactants are: [CH3:1][C:2]1[CH:6]=[C:5]([CH3:7])[N:4]([C:8]2[N:13]=[C:12]([NH:14][C:15](=[O:17])[CH3:16])[CH:11]=[C:10]([C:18]3[CH:23]=[C:22]([OH:24])[CH:21]=[C:20](F)[CH:19]=3)[N:9]=2)[N:3]=1.OC1C=C(B(O)O)C=CC=1. (2) Given the product [CH:2]([C:3]1[CH:11]=[CH:10][C:8]([O:9][C:13]2[CH:20]=[CH:19][C:16]([C:17]#[N:18])=[CH:15][C:14]=2[C:21]([F:22])([F:24])[F:23])=[C:5]([O:6][CH3:7])[CH:4]=1)=[O:1], predict the reactants needed to synthesize it. The reactants are: [O:1]=[CH:2][C:3]1[CH:11]=[CH:10][C:8]([OH:9])=[C:5]([O:6][CH3:7])[CH:4]=1.F[C:13]1[CH:20]=[CH:19][C:16]([C:17]#[N:18])=[CH:15][C:14]=1[C:21]([F:24])([F:23])[F:22]. (3) Given the product [C:17]([O:15][C@H:6]1[C@@H:5]([OH:16])[C@H:4]([N:1]=[N+:2]=[N-:3])[C@@H:13]([CH3:14])[O:12][C@@H:7]1[O:8][CH2:9][CH:10]=[CH2:11])(=[O:19])[CH3:18], predict the reactants needed to synthesize it. The reactants are: [N:1]([C@@H:4]1[C@@H:13]([CH3:14])[O:12][C@H:7]([O:8][CH2:9][CH:10]=[CH2:11])[C@@H:6]([OH:15])[C@H:5]1[OH:16])=[N+:2]=[N-:3].[C:17](OCC)(OCC)([O:19]CC)[CH3:18].C1(C)C=CC(S(O)(=O)=O)=CC=1.C(N(CC)CC)C. (4) Given the product [F:31][C:24]1[CH:23]=[C:22]([CH:32]([NH:34][C:35]([C:37]2[N:38]=[C:10]([C:6]3[CH:7]=[CH:8][CH:9]=[C:4]([CH:1]4[CH2:2][CH2:3]4)[CH:5]=3)[S:40][CH:41]=2)=[O:36])[CH3:33])[CH:21]=[C:20]([F:19])[C:25]=1[NH:26][S:27]([CH3:30])(=[O:28])=[O:29], predict the reactants needed to synthesize it. The reactants are: [CH:1]1([C:4]2[CH:5]=[C:6]([CH:10]3OC(C)(C)C(C)(C)O3)[CH:7]=[CH:8][CH:9]=2)[CH2:3][CH2:2]1.[F:19][C:20]1[CH:21]=[C:22]([CH:32]([NH:34][C:35]([C:37]2[N:38]=C(Cl)[S:40][CH:41]=2)=[O:36])[CH3:33])[CH:23]=[C:24]([F:31])[C:25]=1[NH:26][S:27]([CH3:30])(=[O:29])=[O:28].C([O-])([O-])=O.[Cs+].[Cs+]. (5) Given the product [ClH:1].[NH:20]1[CH2:24][CH2:23][CH:22]([CH2:25][O:26][CH2:11][C:12]2[CH:6]=[CH:5][CH:4]=[CH:7][N:8]=2)[CH2:21]1, predict the reactants needed to synthesize it. The reactants are: [ClH:1].N1[CH2:6][CH2:5][CH:4]([CH2:7][N:8]2[CH:12]=[CH:11]N=C2)C1.C(OC([N:20]1[CH2:24][CH2:23][CH:22]([CH2:25][O:26]S(C)(=O)=O)[CH2:21]1)=O)(C)(C)C.C(OC(N1CCC(CO)C1)=O)(C)(C)C. (6) Given the product [CH2:1]([C:4]1([C:20]2[S:21][CH:22]=[CH:23][CH:24]=2)[O:9][C:8](=[O:10])[N:7]([C@H:11]([C:13]2[CH:18]=[CH:17][C:16]([C:29]3[CH:30]=[CH:31][C:26]([F:25])=[CH:27][CH:28]=3)=[CH:15][CH:14]=2)[CH3:12])[CH2:6][CH2:5]1)[CH:2]=[CH2:3], predict the reactants needed to synthesize it. The reactants are: [CH2:1]([C:4]1([C:20]2[S:21][CH:22]=[CH:23][CH:24]=2)[O:9][C:8](=[O:10])[N:7]([C@H:11]([C:13]2[CH:18]=[CH:17][C:16](Br)=[CH:15][CH:14]=2)[CH3:12])[CH2:6][CH2:5]1)[CH:2]=[CH2:3].[F:25][C:26]1[CH:31]=[CH:30][C:29](B(O)O)=[CH:28][CH:27]=1. (7) Given the product [Cl:19][C:13]1[C:8]2[N:7]=[N:6][N:5]([CH2:4][CH:1]3[CH2:2][CH2:3]3)[C:9]=2[CH:10]=[CH:11][C:12]=1[O:14][CH3:15], predict the reactants needed to synthesize it. The reactants are: [CH:1]1([CH2:4][N:5]2[C:9]3[CH:10]=[CH:11][C:12]([O:14][CH3:15])=[CH:13][C:8]=3[N:7]=[N:6]2)[CH2:3][CH2:2]1.S(Cl)([Cl:19])(=O)=O.